From a dataset of Forward reaction prediction with 1.9M reactions from USPTO patents (1976-2016). Predict the product of the given reaction. (1) Given the reactants O1CCOCC1.Br[C:8]1[C:9]([CH3:23])=[CH:10][C:11]([O:14][CH2:15][C:16]2([C:19]([O:21][CH3:22])=[O:20])[CH2:18][CH2:17]2)=[N:12][CH:13]=1.[CH3:24][C:25]1([CH3:41])[C:29]([CH3:31])([CH3:30])[O:28][B:27]([B:27]2[O:28][C:29]([CH3:31])([CH3:30])[C:25]([CH3:41])([CH3:24])[O:26]2)[O:26]1.C([O-])(=O)C.[K+], predict the reaction product. The product is: [CH3:23][C:9]1[C:8]([B:27]2[O:28][C:29]([CH3:31])([CH3:30])[C:25]([CH3:41])([CH3:24])[O:26]2)=[CH:13][N:12]=[C:11]([O:14][CH2:15][C:16]2([C:19]([O:21][CH3:22])=[O:20])[CH2:18][CH2:17]2)[CH:10]=1. (2) Given the reactants [CH2:1]([N:5]([CH2:29][C:30]1[CH:35]=[CH:34][C:33]([C:36]([F:39])([F:38])[F:37])=[CH:32][C:31]=1[F:40])[C:6](=[O:28])[CH2:7][O:8][C:9]1[CH:14]=[CH:13][C:12]([CH2:15][CH2:16][O:17][C:18]2[CH:27]=[CH:26][CH:25]=[CH:24][C:19]=2[C:20]([O:22]C)=[O:21])=[CH:11][CH:10]=1)[CH2:2][CH2:3][CH3:4].[OH-].[Li+], predict the reaction product. The product is: [CH2:1]([N:5]([CH2:29][C:30]1[CH:35]=[CH:34][C:33]([C:36]([F:37])([F:38])[F:39])=[CH:32][C:31]=1[F:40])[C:6](=[O:28])[CH2:7][O:8][C:9]1[CH:14]=[CH:13][C:12]([CH2:15][CH2:16][O:17][C:18]2[CH:27]=[CH:26][CH:25]=[CH:24][C:19]=2[C:20]([OH:22])=[O:21])=[CH:11][CH:10]=1)[CH2:2][CH2:3][CH3:4].